This data is from Full USPTO retrosynthesis dataset with 1.9M reactions from patents (1976-2016). The task is: Predict the reactants needed to synthesize the given product. (1) Given the product [Br:7][C:5]1[N:6]=[C:2]([C:23]2[CH:28]=[CH:27][N:26]=[C:25]([NH:29][C:30](=[O:32])[CH3:31])[CH:24]=2)[S:3][C:4]=1[C:8]1[N:9]([CH2:13][O:14][CH2:15][CH2:16][Si:17]([CH3:20])([CH3:19])[CH3:18])[CH:10]=[CH:11][N:12]=1, predict the reactants needed to synthesize it. The reactants are: Br[C:2]1[S:3][C:4]([C:8]2[N:9]([CH2:13][O:14][CH2:15][CH2:16][Si:17]([CH3:20])([CH3:19])[CH3:18])[CH:10]=[CH:11][N:12]=2)=[C:5]([Br:7])[N:6]=1.C[Sn](C)(C)[C:23]1[CH:28]=[CH:27][N:26]=[C:25]([NH:29][C:30](=[O:32])[CH3:31])[CH:24]=1.[Cl-].[Li+].O1CCOCC1. (2) The reactants are: [F:1][C:2]1[CH:7]=[CH:6][C:5]([C:8]2[CH:13]=[CH:12][CH:11]=[CH:10][C:9]=2[CH2:14][N:15]2[C:19]([CH2:20][CH2:21]O)=[CH:18][N:17]=[CH:16]2)=[CH:4][CH:3]=1.S(Cl)([Cl:25])=O. Given the product [Cl:25][CH2:21][CH2:20][C:19]1[N:15]([CH2:14][C:9]2[CH:10]=[CH:11][CH:12]=[CH:13][C:8]=2[C:5]2[CH:6]=[CH:7][C:2]([F:1])=[CH:3][CH:4]=2)[CH:16]=[N:17][CH:18]=1, predict the reactants needed to synthesize it. (3) Given the product [Cl:8][C:5]1[N:6]=[CH:7][C:2]2[C:19]([C:18]([O:23][CH3:24])=[O:22])=[C:20]([CH3:21])[N:9]([C@@H:10]([C:12]3[CH:17]=[CH:16][CH:15]=[CH:14][CH:13]=3)[CH3:11])[C:3]=2[N:4]=1, predict the reactants needed to synthesize it. The reactants are: Br[C:2]1[C:3]([NH:9][C@@H:10]([C:12]2[CH:17]=[CH:16][CH:15]=[CH:14][CH:13]=2)[CH3:11])=[N:4][C:5]([Cl:8])=[N:6][CH:7]=1.[C:18]([O:23][CH3:24])(=[O:22])[C:19]#[C:20][CH3:21].[Cl-].[Li+].C(=O)([O-])[O-].[K+].[K+].